This data is from Peptide-MHC class I binding affinity with 185,985 pairs from IEDB/IMGT. The task is: Regression. Given a peptide amino acid sequence and an MHC pseudo amino acid sequence, predict their binding affinity value. This is MHC class I binding data. The peptide sequence is QFLSFASLF. The MHC is HLA-A80:01 with pseudo-sequence HLA-A80:01. The binding affinity (normalized) is 0.0847.